This data is from Full USPTO retrosynthesis dataset with 1.9M reactions from patents (1976-2016). The task is: Predict the reactants needed to synthesize the given product. (1) Given the product [CH:30]([N:27]1[CH2:28][CH2:29][NH:24][C@@H:25]([C:33]([N:12]2[CH2:11][CH2:10][N:9]([C:6]3[CH:5]=[CH:4][C:3]([C:2]([F:1])([F:15])[F:16])=[CH:8][N:7]=3)[CH2:14][CH2:13]2)=[O:34])[CH2:26]1)([CH3:32])[CH3:31], predict the reactants needed to synthesize it. The reactants are: [F:1][C:2]([F:16])([F:15])[C:3]1[CH:4]=[CH:5][C:6]([N:9]2[CH2:14][CH2:13][NH:12][CH2:11][CH2:10]2)=[N:7][CH:8]=1.C(OC([N:24]1[CH2:29][CH2:28][N:27]([CH:30]([CH3:32])[CH3:31])[CH2:26][C@@H:25]1[C:33](O)=[O:34])=O)(C)(C)C.F[P-](F)(F)(F)(F)F.N1(OC(N(C)C)=[N+](C)C)C2N=CC=CC=2N=N1. (2) Given the product [ClH:25].[ClH:25].[NH:15]1[CH2:16][CH2:17][CH:12]([CH2:11][O:10][C:6]2[CH:5]=[C:4]3[C:9](=[CH:8][CH:7]=2)[NH:1][N:2]=[CH:3]3)[CH2:13][CH2:14]1, predict the reactants needed to synthesize it. The reactants are: [NH:1]1[C:9]2[C:4](=[CH:5][C:6]([O:10][CH2:11][CH:12]3[CH2:17][CH2:16][N:15](C(OC(C)(C)C)=O)[CH2:14][CH2:13]3)=[CH:7][CH:8]=2)[CH:3]=[N:2]1.[ClH:25].O1CCOCC1. (3) Given the product [NH2:1][C:2]1[CH:3]=[CH:4][C:5]([CH2:8][C@H:9]([N:12]([CH2:13][C@@H:14]([C:16]2[CH:21]=[CH:20][CH:19]=[C:18]([Cl:22])[CH:17]=2)[OH:15])[C:23](=[O:24])[O:25][C:26]([CH3:29])([CH3:28])[CH3:27])[CH2:10][OH:11])=[CH:6][CH:7]=1, predict the reactants needed to synthesize it. The reactants are: [NH2:1][C:2]1[CH:7]=[CH:6][C:5]([CH2:8][C@H:9]([NH:12][CH2:13][C@@H:14]([C:16]2[CH:21]=[CH:20][CH:19]=[C:18]([Cl:22])[CH:17]=2)[OH:15])[CH2:10][OH:11])=[CH:4][CH:3]=1.[C:23](O[C:23]([O:25][C:26]([CH3:29])([CH3:28])[CH3:27])=[O:24])([O:25][C:26]([CH3:29])([CH3:28])[CH3:27])=[O:24]. (4) The reactants are: CC1(C)C(C)(C)OB([C:9]2[CH:26]=[CH:25][C:12]3[CH2:13][CH2:14][N:15]([C:18]([O:20][C:21]([CH3:24])([CH3:23])[CH3:22])=[O:19])[CH2:16][CH2:17][C:11]=3[CH:10]=2)O1.Br[C:29]1[S:33][C:32]([C:34]2[CH:39]=[CH:38][C:37]([O:40][CH:41]([CH3:43])[CH3:42])=[C:36]([Cl:44])[CH:35]=2)=[N:31][CH:30]=1. Given the product [Cl:44][C:36]1[CH:35]=[C:34]([C:32]2[S:33][C:29]([C:9]3[CH:26]=[CH:25][C:12]4[CH2:13][CH2:14][N:15]([C:18]([O:20][C:21]([CH3:23])([CH3:22])[CH3:24])=[O:19])[CH2:16][CH2:17][C:11]=4[CH:10]=3)=[CH:30][N:31]=2)[CH:39]=[CH:38][C:37]=1[O:40][CH:41]([CH3:43])[CH3:42], predict the reactants needed to synthesize it. (5) Given the product [CH2:27]([O:34][C:14]1[CH:15]=[N:16][CH:17]=[CH:18][C:13]=1[C:11]1[O:12][C:8]2[CH:7]=[CH:6][C:5]([C:1]([CH3:4])([CH3:3])[CH3:2])=[CH:20][C:9]=2[N:10]=1)[C:28]1[CH:33]=[CH:32][CH:31]=[CH:30][CH:29]=1, predict the reactants needed to synthesize it. The reactants are: [C:1]([C:5]1[CH:6]=[CH:7][C:8]2[O:12][C:11]([C:13]3[CH:18]=[CH:17][N:16]=[CH:15][C:14]=3F)=[N:10][C:9]=2[CH:20]=1)([CH3:4])([CH3:3])[CH3:2].C(=O)([O-])[O-].[K+].[K+].[CH2:27]([OH:34])[C:28]1[CH:33]=[CH:32][CH:31]=[CH:30][CH:29]=1. (6) Given the product [C:10]([O:14][C:15](=[O:16])[NH:17][C:18]1[NH:8][C:7]2[CH:6]=[CH:5][C:4]([OH:9])=[CH:3][C:2]=2[N:1]=1)([CH3:13])([CH3:12])[CH3:11], predict the reactants needed to synthesize it. The reactants are: [NH2:1][C:2]1[CH:3]=[C:4]([OH:9])[CH:5]=[CH:6][C:7]=1[NH2:8].[C:10]([O:14][C:15]([NH:17][C:18](=NC(OC(C)(C)C)=O)SC)=[O:16])([CH3:13])([CH3:12])[CH3:11]. (7) Given the product [Cl:36][C:30]1[CH:31]=[C:32]([Cl:35])[CH:33]=[CH:34][C:29]=1[C:16]1[N:15]([C:12]2[CH:11]=[CH:10][C:9]([OH:8])=[CH:14][CH:13]=2)[C:19]([CH3:20])=[C:18]([C:21]([O:23][CH2:24][C:25]([Cl:28])([Cl:26])[Cl:27])=[O:22])[N:17]=1, predict the reactants needed to synthesize it. The reactants are: C([O:8][C:9]1[CH:14]=[CH:13][C:12]([N:15]2[C:19]([CH3:20])=[C:18]([C:21]([O:23][CH2:24][C:25]([Cl:28])([Cl:27])[Cl:26])=[O:22])[N:17]=[C:16]2[C:29]2[CH:34]=[CH:33][C:32]([Cl:35])=[CH:31][C:30]=2[Cl:36])=[CH:11][CH:10]=1)C1C=CC=CC=1.C(O)C. (8) Given the product [CH2:9]([OH:8])[CH2:10][CH2:11][CH2:12][CH2:13][CH:14]([OH:23])[CH2:15][CH2:16][CH2:17][CH2:18][CH2:19][CH2:20][CH2:21][CH3:22], predict the reactants needed to synthesize it. The reactants are: C([O:8][CH2:9][CH2:10][CH2:11][CH2:12][CH2:13][CH:14]([OH:23])[CH2:15][CH2:16][CH2:17][CH2:18][CH2:19][CH2:20][CH2:21][CH3:22])C1C=CC=CC=1. (9) Given the product [N:5]1[CH:6]=[CH:7][C:2]([NH:1][C:41](=[O:42])[C:40]2[CH:44]=[C:36]([CH2:35][C:26]3[C:27](=[O:34])[C:28]([CH3:33])=[C:29]([CH3:32])[C:30](=[O:31])[C:25]=3[CH3:24])[CH:37]=[CH:38][C:39]=2[OH:45])=[CH:3][CH:4]=1, predict the reactants needed to synthesize it. The reactants are: [NH2:1][C:2]1[CH:7]=[CH:6][N:5]=[CH:4][CH:3]=1.C(N(CC)CC)C.[Cl-].ClC1N(C)CC[NH+]1C.[CH3:24][C:25]1[C:30](=[O:31])[C:29]([CH3:32])=[C:28]([CH3:33])[C:27](=[O:34])[C:26]=1[CH2:35][C:36]1[CH:37]=[CH:38][C:39]([O:45]C(=O)C)=[C:40]([CH:44]=1)[C:41](O)=[O:42].